Binary Classification. Given a miRNA mature sequence and a target amino acid sequence, predict their likelihood of interaction. From a dataset of Experimentally validated miRNA-target interactions with 360,000+ pairs, plus equal number of negative samples. (1) The miRNA is hsa-miR-890 with sequence UACUUGGAAAGGCAUCAGUUG. The protein sequence of the target gene is MAAARRGSAGSEARLSLATFLLGASVLALPLLTRAGLQGRTGLALYVAGLNALLLLLYRPPRYQIAIRACFLGFVFGCGVLLSFSQSSWNHFGWYVCSLSLFHYSEYLVTAVNNPKSLSLDSFLLNHSLEYTVAALSSWIEFTLENIFWPELKQITWLSATGLLMVVFGECLRKAAMFTAGSNFNHVVQSEKSDTHTLVTSGVYAWCRHPSYVGWFYWSIGTQVMLCNPICGVVYALTVWRFFRDRTEEEEISLIHFFGEEYLDYKKRVPTGLPFIKGVKVEL. Result: 0 (no interaction). (2) The miRNA is hsa-miR-513a-3p with sequence UAAAUUUCACCUUUCUGAGAAGG. The protein sequence of the target gene is MSATRAKKVKMATKSCPECDQQVPVACKSCPCGYIFISRKLLNAKHSEKSPPSTENKHEAKRRRTERVRREKINSTVNKDLENRKRSRSNSHSDHIRRGRGRPKSASAKKHEEEREKQEKEIDIYANLSDEKAFVFSVALAEINRKIINQRLIL. Result: 1 (interaction). (3) The miRNA is hsa-miR-628-5p with sequence AUGCUGACAUAUUUACUAGAGG. The protein sequence of the target gene is MAPPVRYCIPGERLCNLEEGSPGSGTYTRHGYIFSSLAGCLMKSSENGALPVVSVVRETESQLLPDVGAIVTCKVSSINSRFAKVHILYVGSMPLKNSFRGTIRKEDVRATEKDKVEIYKSFRPGDIVLAKVISLGDAQSNYLLTTAENELGVVVAHSESGIQMVPISWCEMQCPKTHTKEFRKVARVQPEFLQT. Result: 0 (no interaction). (4) The miRNA is hsa-miR-148a-3p with sequence UCAGUGCACUACAGAACUUUGU. The protein sequence of the target gene is MGNGMCSRKQKRIFQTLLLLTVVFGFLYGAMLYYELQTQLRKAEAVALKYQQHQESLSAQLQVVYEHRSRLEKSLQKERLEHKKAKEDFLVYKLEAQETLNKGRQDSNSRYSALNVQHQMLKSQHEELKKQHSDLEEEHRKQGEDFSRTFNDHKQKYLQLQQEKEQELSKLKETVYNLREENRQLRKAHQDIHTQLQDVKQQHKNLLSEHEQLVVTLEDHKSALAAAQTQVAEYKQLKDTLNRIPSLRKPDPAEQQNVTQVAHSPQGYNTAREKPTREVQEVSRNNDVWQNHEAVPGRAE.... Result: 1 (interaction). (5) The miRNA is mmu-miR-323-3p with sequence CACAUUACACGGUCGACCUCU. The protein sequence of the target gene is MKTPEDPGSPKQHEVVDSAGTSTRDRQAPLPTEPKFDMLYKIEDVPPWYLCILLGFQHYLTCFSGTIAVPFLLAEALCVGRDQHMVSQLIGTIFTCVGITTLIQTTVGIRLPLFQASAFAFLVPAKSILALERWKCPSEEEIYGNWSMPLNTSHIWHPRIREVQGAIMVSSMVEVVIGLMGLPGALLSYIGPLTVTPTVSLIGLSVFQAAGDRAGSHWGISACSILLIVLFSQYLRNLTFLLPVYRWGKGLTLFRVQIFKMFPIVLAIMTVWLLCYVLTLTDVLPADPTVYGFQARTDAR.... Result: 0 (no interaction). (6) The miRNA is hsa-miR-483-5p with sequence AAGACGGGAGGAAAGAAGGGAG. The protein sequence of the target gene is MEYHQPEDPAPGKAGTAEAVIPENHEVLAGPDEHPQDTDARDADGEAREREPADQALLPSQCGDNLESPLPEASSAPPGPTLGTLPEVETIRACSMPQELPQSPRTRQPEPDFYCVKWIPWKGEQTPIITQSTNGPCPLLAIMNILFLQWKVKLPPQKEVITSDELMAHLGNCLLSIKPQEKSEGLQLNFQQNVDDAMTVLPKLATGLDVNVRFTGVSDFEYTPECSVFDLLGIPLYHGWLVDPQSPEAVRAVGKLSYNQLVERIITCKHSSDTNLVTEGLIAEQFLETTAAQLTYHGLC.... Result: 1 (interaction). (7) The miRNA is hsa-miR-6830-5p with sequence CCAAGGAAGGAGGCUGGACAUC. The protein sequence of the target gene is MYFLSGWPKRLLCPLGSPAEAPFHVQSDPQRAFFAVLAAARLSIWYSRPSVLIVTYKEPAKSSTQFGSYKQAEWRPDSTMIAVSTANGYILFFHITSTRGDKYLYEPVYPKGSPQMKGTPHFKEEQCAPALNLEMRKILDLQAPIMSLQSVLEDLLVATSDGLLHLIHWEGMTNGRKAINLCTVPFSVDLQSSRVGSFLGFTDVHIRDMEYCATLDGFAVVFNDGKVGFITPVSSRFTAEQLHGVWPQDVVDGTCVAVNNKYRLMAFGCVSGSVQVYTIDNSTGAMLLSHKLELTAKQYP.... Result: 0 (no interaction). (8) Result: 0 (no interaction). The protein sequence of the target gene is MKHNGSRTCLNRRSRFGSRERDWLREDVKRGCVYLYGADTTTATTTTSSSSSSSSSSDLHLVLCTVETPASEICAGEGRESLYLQLHGDLVRRLEPSERPLQIVYDYLSRLGFEDPVRIQEEATNPDLSCMIRFYGEKPCQMDHLDRILLSGIYNVRKGKTQLHKWAERLVVLCGTCLIVSSVKDCQTGKMHILPLVGGKIEEVKRRQHSLAFSSAGAQAQTYHVSFETLAEYQRWQRQASKVVSQRMSTVDLSCYSLEEVPEHLFYSQDITYLNLRHNFMQLERPGGLDTLHKFSQLKG.... The miRNA is hsa-miR-6072 with sequence UCCUCAUCACACUGCACCUUAG.